This data is from NCI-60 drug combinations with 297,098 pairs across 59 cell lines. The task is: Regression. Given two drug SMILES strings and cell line genomic features, predict the synergy score measuring deviation from expected non-interaction effect. (1) Drug 1: CC12CCC(CC1=CCC3C2CCC4(C3CC=C4C5=CN=CC=C5)C)O. Drug 2: CC1C(C(CC(O1)OC2CC(CC3=C2C(=C4C(=C3O)C(=O)C5=C(C4=O)C(=CC=C5)OC)O)(C(=O)CO)O)N)O.Cl. Cell line: K-562. Synergy scores: CSS=43.4, Synergy_ZIP=-1.64, Synergy_Bliss=0.767, Synergy_Loewe=-6.15, Synergy_HSA=2.83. (2) Drug 1: CC1=C(C=C(C=C1)NC2=NC=CC(=N2)N(C)C3=CC4=NN(C(=C4C=C3)C)C)S(=O)(=O)N.Cl. Drug 2: CC(C)CN1C=NC2=C1C3=CC=CC=C3N=C2N. Cell line: HOP-92. Synergy scores: CSS=6.59, Synergy_ZIP=-0.115, Synergy_Bliss=4.45, Synergy_Loewe=5.50, Synergy_HSA=4.79. (3) Drug 1: CC12CCC3C(C1CCC2=O)CC(=C)C4=CC(=O)C=CC34C. Drug 2: CC(C)(C#N)C1=CC(=CC(=C1)CN2C=NC=N2)C(C)(C)C#N. Cell line: SW-620. Synergy scores: CSS=35.9, Synergy_ZIP=0.780, Synergy_Bliss=1.16, Synergy_Loewe=1.07, Synergy_HSA=0.752. (4) Drug 1: C(CC(=O)O)C(=O)CN.Cl. Drug 2: CC12CCC3C(C1CCC2OP(=O)(O)O)CCC4=C3C=CC(=C4)OC(=O)N(CCCl)CCCl.[Na+]. Cell line: SN12C. Synergy scores: CSS=5.94, Synergy_ZIP=-9.75, Synergy_Bliss=-11.0, Synergy_Loewe=-13.4, Synergy_HSA=-8.91. (5) Drug 1: C#CCC(CC1=CN=C2C(=N1)C(=NC(=N2)N)N)C3=CC=C(C=C3)C(=O)NC(CCC(=O)O)C(=O)O. Drug 2: C1CC(=O)NC(=O)C1N2C(=O)C3=CC=CC=C3C2=O. Cell line: SNB-19. Synergy scores: CSS=-2.47, Synergy_ZIP=2.56, Synergy_Bliss=-0.568, Synergy_Loewe=-1.85, Synergy_HSA=-5.53.